The task is: Predict the product of the given reaction.. This data is from Forward reaction prediction with 1.9M reactions from USPTO patents (1976-2016). (1) Given the reactants [OH:1][C:2]1[CH:3]=[C:4]2[C:8](=[CH:9][CH:10]=1)[C:7](=[O:11])[CH2:6][CH2:5]2.Cl.Cl[CH2:14][CH2:15][N:16]1[CH2:21][CH2:20][O:19][CH2:18][CH2:17]1.C(=O)([O-])[O-].[K+].[K+], predict the reaction product. The product is: [N:16]1([CH2:15][CH2:14][O:1][C:2]2[CH:3]=[C:4]3[C:8](=[CH:9][CH:10]=2)[C:7](=[O:11])[CH2:6][CH2:5]3)[CH2:21][CH2:20][O:19][CH2:18][CH2:17]1. (2) Given the reactants [CH3:1][S:2](Cl)(=[O:4])=[O:3].[OH:6][CH2:7][CH:8]1[O:12][C:11](=[O:13])[N:10]([CH:14]([CH3:16])[CH3:15])[CH2:9]1.C(N(CC)CC)C, predict the reaction product. The product is: [CH3:1][S:2]([O:6][CH2:7][CH:8]1[O:12][C:11](=[O:13])[N:10]([CH:14]([CH3:16])[CH3:15])[CH2:9]1)(=[O:4])=[O:3]. (3) Given the reactants [CH3:1][N:2]1[CH2:7][CH2:6][N:5]([C:8]2[CH:26]=[CH:25][C:11]([CH2:12][C:13](C)([C:19](OCC)=O)[C:14]([O:16]CC)=[O:15])=[CH:10][CH:9]=2)[CH2:4][CH2:3]1, predict the reaction product. The product is: [CH3:1][N:2]1[CH2:3][CH2:4][N:5]([C:8]2[CH:26]=[CH:25][C:11]([CH2:12][CH:13]([CH3:19])[C:14]([OH:16])=[O:15])=[CH:10][CH:9]=2)[CH2:6][CH2:7]1. (4) Given the reactants [O:1]=[C:2]1[N:10]([CH2:11][CH2:12][CH3:13])[C:9]2[N:8]=[C:7]([C:14]3[CH:15]=[N:16][N:17]([CH2:19][C:20]#[C:21][C:22]4[CH:23]=[C:24]([CH:28]=[CH:29][CH:30]=4)[C:25](O)=[O:26])[CH:18]=3)[N:6]([CH2:31][O:32][CH2:33][CH2:34][Si:35]([CH3:38])([CH3:37])[CH3:36])[C:5]=2[C:4](=[O:39])[N:3]1[CH2:40][CH2:41][CH3:42].C(=O)([O-])[O-].[NH4+].[NH4+].C1C=CC2N(O)N=[N:55]C=2C=1.CN1CCOCC1.CCN=C=NCCCN(C)C, predict the reaction product. The product is: [O:1]=[C:2]1[N:10]([CH2:11][CH2:12][CH3:13])[C:9]2[N:8]=[C:7]([C:14]3[CH:15]=[N:16][N:17]([CH2:19][C:20]#[C:21][C:22]4[CH:23]=[C:24]([CH:28]=[CH:29][CH:30]=4)[C:25]([NH2:55])=[O:26])[CH:18]=3)[N:6]([CH2:31][O:32][CH2:33][CH2:34][Si:35]([CH3:36])([CH3:38])[CH3:37])[C:5]=2[C:4](=[O:39])[N:3]1[CH2:40][CH2:41][CH3:42]. (5) Given the reactants [CH3:1][N:2]1[C:6]([CH3:7])=[CH:5][C:4]([C:8]2[C:13]([OH:14])=[CH:12][CH:11]=[C:10]([CH3:15])[N:9]=2)=[N:3]1.Cl[C:17]1[C:26]2[C:21](=[CH:22][C:23]([O:29][CH3:30])=[C:24]([O:27][CH3:28])[CH:25]=2)[N:20]=[CH:19][CH:18]=1, predict the reaction product. The product is: [CH3:1][N:2]1[C:6]([CH3:7])=[CH:5][C:4]([C:8]2[C:13]([O:14][C:17]3[C:26]4[C:21](=[CH:22][C:23]([O:29][CH3:30])=[C:24]([O:27][CH3:28])[CH:25]=4)[N:20]=[CH:19][CH:18]=3)=[CH:12][CH:11]=[C:10]([CH3:15])[N:9]=2)=[N:3]1. (6) Given the reactants ClC[C:3]([C:5]1[CH:10]=[CH:9][C:8]([CH2:11][CH2:12][C:13]([O:15]CC)=[O:14])=[CH:7][CH:6]=1)=[O:4].[N+:18]([O-])([OH:20])=[O:19].[OH2:22], predict the reaction product. The product is: [C:13]([CH2:12][CH2:11][C:8]1[CH:9]=[CH:10][C:5]([C:3]([OH:4])=[O:22])=[CH:6][C:7]=1[N+:18]([O-:20])=[O:19])([OH:15])=[O:14]. (7) Given the reactants [NH2:1][C:2]1[NH:6][N:5]=[C:4]([Cl:7])[C:3]=1[C:8]([O-:10])=[O:9].[C:11](OCC)(=[O:16])[CH2:12][C:13]([CH3:15])=O.[C:20](O)(=O)[CH3:21], predict the reaction product. The product is: [CH2:20]([O:9][C:8]([C:3]1[C:4]([Cl:7])=[N:5][N:6]2[C:11]([OH:16])=[CH:12][C:13]([CH3:15])=[N:1][C:2]=12)=[O:10])[CH3:21].